Dataset: Forward reaction prediction with 1.9M reactions from USPTO patents (1976-2016). Task: Predict the product of the given reaction. Given the reactants [CH:1]1([C:7]2[C:15]3[C:10](=[CH:11][C:12]([C:16]([OH:18])=[O:17])=[CH:13][CH:14]=3)[N:9]([CH2:19][C:20]([N:22]3[CH2:27][CH2:26][O:25][CH2:24][CH2:23]3)=[O:21])[C:8]=2[C:28]2[CH:33]=[CH:32][C:31](C3C=CC(N(C)C)=CC=3)=[CH:30][CH:29]=2)[CH2:6][CH2:5][CH2:4][CH2:3][CH2:2]1.CO[C:45]([C:47]1[CH:55]=[C:54]2[C:50](C(C3CCCCC3)=[C:45]([C:47]3[CH:55]=[CH:54][C:50](OS(C(F)(F)F)(=O)=O)=[CH:49][CH:48]=3)N2CC(N2CCOCC2)=O)=[CH:49][CH:48]=1)=O.C1(C)C=CC=C(B(O)O)C=1, predict the reaction product. The product is: [CH:1]1([C:7]2[C:15]3[C:10](=[CH:11][C:12]([C:16]([OH:18])=[O:17])=[CH:13][CH:14]=3)[N:9]([CH2:19][C:20]([N:22]3[CH2:27][CH2:26][O:25][CH2:24][CH2:23]3)=[O:21])[C:8]=2[C:28]2[CH:33]=[CH:32][C:31]([C:49]3[CH:50]=[CH:54][CH:55]=[C:47]([CH3:45])[CH:48]=3)=[CH:30][CH:29]=2)[CH2:2][CH2:3][CH2:4][CH2:5][CH2:6]1.